Dataset: Full USPTO retrosynthesis dataset with 1.9M reactions from patents (1976-2016). Task: Predict the reactants needed to synthesize the given product. (1) Given the product [N+:26]([C:24]1[C:19]2[O:20][CH2:21][CH2:22][O:23][C:18]=2[CH:17]=[C:16]([CH2:15][NH:14][CH:11]2[CH2:10][CH2:9][NH:8][CH2:13][CH2:12]2)[CH:25]=1)([O-:28])=[O:27], predict the reactants needed to synthesize it. The reactants are: C(OC([N:8]1[CH2:13][CH2:12][CH:11]([NH:14][CH2:15][C:16]2[CH:25]=[C:24]([N+:26]([O-:28])=[O:27])[C:19]3[O:20][CH2:21][CH2:22][O:23][C:18]=3[CH:17]=2)[CH2:10][CH2:9]1)=O)(C)(C)C.Cl. (2) Given the product [S:38]1[CH:39]=[CH:40][CH:41]=[C:37]1[C:34]1[N:33]=[C:32]([CH:31]=[C:28]2[CH2:27][CH2:26][NH:25][CH2:30][CH2:29]2)[O:36][N:35]=1, predict the reactants needed to synthesize it. The reactants are: S1C=CC=C1C1OC(C=C2CCNCC2)=NN=1.C(OC([N:25]1[CH2:30][CH2:29][C:28](=[CH:31][C:32]2[O:36][N:35]=[C:34]([C:37]3[S:38][CH:39]=[CH:40][CH:41]=3)[N:33]=2)[CH2:27][CH2:26]1)=O)(C)(C)C.C(OC(N1CCC(=CC2OC(C3SC=CC=3)=NN=2)CC1)=O)(C)(C)C. (3) Given the product [C:23]1([NH:22][C:20]([NH:19][C:16]2[CH:17]=[CH:18][C:13]([C:3]3[C:2]([C:46]4[CH:45]=[CH:44][N:43]=[C:42]5[NH:38][CH:39]=[CH:40][C:41]=45)=[CH:6][N:5]([CH2:7][CH:8]4[CH2:12][CH2:11][CH2:10][O:9]4)[N:4]=3)=[CH:14][CH:15]=2)=[O:21])[CH:28]=[CH:27][CH:26]=[CH:25][CH:24]=1, predict the reactants needed to synthesize it. The reactants are: Br[C:2]1[C:3]([C:13]2[CH:18]=[CH:17][C:16]([NH:19][C:20]([NH:22][C:23]3[CH:28]=[CH:27][CH:26]=[CH:25][CH:24]=3)=[O:21])=[CH:15][CH:14]=2)=[N:4][N:5]([CH2:7][CH:8]2[CH2:12][CH2:11][CH2:10][O:9]2)[CH:6]=1.C1(S([N:38]2[C:42]3=[N:43][CH:44]=[CH:45][C:46](B4OC(C)(C)C(C)(C)O4)=[C:41]3[CH:40]=[CH:39]2)(=O)=O)C=CC=CC=1.C(=O)(O)[O-].[Na+]. (4) Given the product [NH2:8][C:6]1[N:7]=[C:2]([NH:36][NH:35][C:33]([C:29]2[O:28][CH:32]=[CH:31][CH:30]=2)=[O:34])[C:3]2[CH:11]=[CH:10][N:9]([CH2:12][CH2:13][N:14]3[CH2:19][CH2:18][N:17]([C:20]4[CH:25]=[CH:24][C:23]([F:26])=[CH:22][C:21]=4[F:27])[CH2:16][CH2:15]3)[C:4]=2[N:5]=1, predict the reactants needed to synthesize it. The reactants are: Cl[C:2]1[C:3]2[CH:11]=[CH:10][N:9]([CH2:12][CH2:13][N:14]3[CH2:19][CH2:18][N:17]([C:20]4[CH:25]=[CH:24][C:23]([F:26])=[CH:22][C:21]=4[F:27])[CH2:16][CH2:15]3)[C:4]=2[N:5]=[C:6]([NH2:8])[N:7]=1.[O:28]1[CH:32]=[CH:31][CH:30]=[C:29]1[C:33]([NH:35][NH2:36])=[O:34]. (5) Given the product [C:11]([C@H:8]1[CH2:7][CH2:6][C@H:5]([C:3]([O:2][CH3:1])=[O:4])[CH2:10][CH2:9]1)(=[O:13])[CH2:19][CH3:20], predict the reactants needed to synthesize it. The reactants are: [CH3:1][O:2][C:3]([C@H:5]1[CH2:10][CH2:9][C@H:8]([C:11]([OH:13])=O)[CH2:7][CH2:6]1)=[O:4].CN(C=O)C.[C:19](Cl)(=O)[C:20](Cl)=O.C([Zn]CC)C.[Cl-].[NH4+]. (6) Given the product [NH2:26][CH:23]1[CH2:22][CH2:21][N:20]([CH2:19]/[CH:18]=[CH:17]/[C:4]2[C:5]3[C:6]4[CH:16]=[CH:15][S:14][C:7]=4[C:8](=[O:13])[NH:9][C:10]=3[CH:11]=[CH:12][C:3]=2[O:2][CH3:1])[CH2:25][CH2:24]1, predict the reactants needed to synthesize it. The reactants are: [CH3:1][O:2][C:3]1[CH:12]=[CH:11][C:10]2[NH:9][C:8](=[O:13])[C:7]3[S:14][CH:15]=[CH:16][C:6]=3[C:5]=2[C:4]=1/[CH:17]=[CH:18]/[CH2:19][N:20]1[CH2:25][CH2:24][CH:23]([NH:26]C(=O)OC(C)(C)C)[CH2:22][CH2:21]1.C(O)(C(F)(F)F)=O. (7) The reactants are: CO[CH:3](OC)[N:4]([CH3:6])[CH3:5].[CH3:9][O:10][C:11]1[CH:28]=[CH:27][C:14]([CH2:15][N:16]2[N:20]=[N:19][C:18]([CH2:21][C:22]([O:24][CH2:25][CH3:26])=[O:23])=[N:17]2)=[CH:13][CH:12]=1. Given the product [CH3:6][N:4]([CH3:5])[CH:3]=[C:21]([C:18]1[N:19]=[N:20][N:16]([CH2:15][C:14]2[CH:13]=[CH:12][C:11]([O:10][CH3:9])=[CH:28][CH:27]=2)[N:17]=1)[C:22]([O:24][CH2:25][CH3:26])=[O:23], predict the reactants needed to synthesize it.